This data is from Forward reaction prediction with 1.9M reactions from USPTO patents (1976-2016). The task is: Predict the product of the given reaction. The product is: [Cl:1][C:2]1[CH:3]=[CH:4][C:5]([N:8]([C:38]([CH:40]2[CH2:41][CH2:42]2)=[O:39])[C@H:9]2[C:18]3[C:13](=[CH:14][CH:15]=[CH:16][CH:17]=3)[N:12]([C:19]([C:21]3[CH:22]=[CH:23][C:24]([O:25][CH2:26][CH2:27][C:28]([CH3:33])([CH3:34])[C:29]([OH:31])=[O:30])=[CH:35][CH:36]=3)=[O:20])[C@@H:11]([CH3:37])[CH2:10]2)=[CH:6][CH:7]=1. Given the reactants [Cl:1][C:2]1[CH:7]=[CH:6][C:5]([N:8]([C:38]([CH:40]2[CH2:42][CH2:41]2)=[O:39])[C@H:9]2[C:18]3[C:13](=[CH:14][CH:15]=[CH:16][CH:17]=3)[N:12]([C:19]([C:21]3[CH:36]=[CH:35][C:24]([O:25][CH2:26][CH2:27][C:28]([CH3:34])([CH3:33])[C:29]([O:31]C)=[O:30])=[CH:23][CH:22]=3)=[O:20])[C@@H:11]([CH3:37])[CH2:10]2)=[CH:4][CH:3]=1.[OH-].[Na+], predict the reaction product.